This data is from Full USPTO retrosynthesis dataset with 1.9M reactions from patents (1976-2016). The task is: Predict the reactants needed to synthesize the given product. The reactants are: [F:1][C:2]([F:25])([F:24])[O:3][C:4]1[CH:9]=[CH:8][CH:7]=[CH:6][C:5]=1[NH:10][C:11](=[O:23])[NH:12][C:13]1[S:14][CH:15]=[C:16]([C:18]([O:20]CC)=[O:19])[N:17]=1.[OH-].[Na+].Cl. Given the product [F:25][C:2]([F:1])([F:24])[O:3][C:4]1[CH:9]=[CH:8][CH:7]=[CH:6][C:5]=1[NH:10][C:11](=[O:23])[NH:12][C:13]1[S:14][CH:15]=[C:16]([C:18]([OH:20])=[O:19])[N:17]=1, predict the reactants needed to synthesize it.